This data is from Full USPTO retrosynthesis dataset with 1.9M reactions from patents (1976-2016). The task is: Predict the reactants needed to synthesize the given product. (1) The reactants are: [N+:1]([C:4]1[CH:9]=[CH:8][C:7]([OH:10])=[CH:6][CH:5]=1)([O-:3])=[O:2].[OH-].[Na+].[Cl:13][C:14]1[N:19]=[C:18](Cl)[C:17]([C:21]([F:24])([F:23])[F:22])=[CH:16][N:15]=1.C(O)C. Given the product [Cl:13][C:14]1[N:15]=[C:16]([O:10][C:7]2[CH:8]=[CH:9][C:4]([N+:1]([O-:3])=[O:2])=[CH:5][CH:6]=2)[C:17]([C:21]([F:24])([F:22])[F:23])=[CH:18][N:19]=1, predict the reactants needed to synthesize it. (2) Given the product [Cl:15][CH2:16][C:17]([NH:7][C:4]1[CH:5]=[CH:6][N:1]=[N:2][CH:3]=1)=[O:18], predict the reactants needed to synthesize it. The reactants are: [N:1]1[CH:6]=[CH:5][C:4]([NH2:7])=[CH:3][N:2]=1.C(N(CC)CC)C.[Cl:15][CH2:16][C:17](Cl)=[O:18]. (3) Given the product [Cl:1][C:2]1[C:10]([I:11])=[CH:9][C:5]([CH2:6][OH:7])=[C:4]([CH3:12])[CH:3]=1, predict the reactants needed to synthesize it. The reactants are: [Cl:1][C:2]1[C:10]([I:11])=[CH:9][C:5]([C:6](O)=[O:7])=[C:4]([CH3:12])[CH:3]=1.C(N(CC)CC)C.ClC(OCC(C)C)=O.[BH4-].[Na+].[Cl-].[NH4+]. (4) Given the product [F:12][C:13]1[CH:14]=[C:15]2[C:19](=[CH:20][C:21]=1[F:22])[NH:18][CH:17]=[C:2]2[CH:1]=[O:5], predict the reactants needed to synthesize it. The reactants are: [C:1](Cl)(=[O:5])[C:2](Cl)=O.CN(C=O)C.[F:12][C:13]1[CH:14]=[C:15]2[C:19](=[CH:20][C:21]=1[F:22])[NH:18][CH:17]=C2. (5) Given the product [N:18]1([CH2:23][CH2:24][NH:25][C:26]([C:28]2[C:32]([CH3:33])=[C:31]([CH:34]=[C:10]3[C:9]4[C:13](=[CH:14][CH:15]=[CH:16][C:8]=4[C:3]4[CH:4]=[CH:5][CH:6]=[CH:7][C:2]=4[F:1])[NH:12][C:11]3=[O:17])[NH:30][C:29]=2[CH3:36])=[O:27])[CH:22]=[CH:21][N:20]=[N:19]1, predict the reactants needed to synthesize it. The reactants are: [F:1][C:2]1[CH:7]=[CH:6][CH:5]=[CH:4][C:3]=1[C:8]1[CH:16]=[CH:15][CH:14]=[C:13]2[C:9]=1[CH2:10][C:11](=[O:17])[NH:12]2.[N:18]1([CH2:23][CH2:24][NH:25][C:26]([C:28]2[C:32]([CH3:33])=[C:31]([CH:34]=O)[NH:30][C:29]=2[CH3:36])=[O:27])[CH:22]=[CH:21][N:20]=[N:19]1. (6) Given the product [CH2:1]([O:8][C:9]1[CH:30]=[CH:29][C:12]([O:13][CH2:14][CH2:15][CH:16]2[CH2:21][CH2:20][NH:19][CH2:18][CH2:17]2)=[CH:11][CH:10]=1)[C:2]1[CH:3]=[CH:4][CH:5]=[CH:6][CH:7]=1, predict the reactants needed to synthesize it. The reactants are: [CH2:1]([O:8][C:9]1[CH:30]=[CH:29][C:12]([O:13][CH2:14][CH2:15][CH:16]2[CH2:21][CH2:20][N:19](C(OC(C)(C)C)=O)[CH2:18][CH2:17]2)=[CH:11][CH:10]=1)[C:2]1[CH:7]=[CH:6][CH:5]=[CH:4][CH:3]=1.